Task: Regression/Classification. Given a drug SMILES string, predict its toxicity properties. Task type varies by dataset: regression for continuous values (e.g., LD50, hERG inhibition percentage) or binary classification for toxic/non-toxic outcomes (e.g., AMES mutagenicity, cardiotoxicity, hepatotoxicity). Dataset: ld50_zhu.. Dataset: Acute oral toxicity (LD50) regression data from Zhu et al. (1) The drug is CSC(C)(C)C=NOC(=O)N(C)SN(C)Cc1ccccc1. The rat oral LD50 is 4.56, given as -log10 of the dose in mol/kg body weight (higher means more acutely toxic). (2) The compound is OCC1OC(OC2(CO)OC(CO)C(O)C2O)C(O)C(O)C1O. The rat oral LD50 is 1.06, given as -log10 of the dose in mol/kg body weight (higher means more acutely toxic). (3) The drug is Nc1ccc2sc(-c3ccccc3)nc2c1. The rat oral LD50 is 1.89, given as -log10 of the dose in mol/kg body weight (higher means more acutely toxic). (4) The drug is CCCCCCCCCCCCCCCCCC(=O)OCCCC. The rat oral LD50 is 1.03, given as -log10 of the dose in mol/kg body weight (higher means more acutely toxic). (5) The compound is CCCCC(CC)(COC(N)=O)COC(N)=O. The rat oral LD50 is 2.57, given as -log10 of the dose in mol/kg body weight (higher means more acutely toxic). (6) The compound is Brc1c[nH]cn1. The rat oral LD50 is 2.77, given as -log10 of the dose in mol/kg body weight (higher means more acutely toxic). (7) The molecule is CCON(CC)N=O. The rat oral LD50 is 2.07, given as -log10 of the dose in mol/kg body weight (higher means more acutely toxic). (8) The compound is CCOC(=O)C1=CN(C(C)=O)C2CCCC(C)N2C1=O. The rat oral LD50 is 2.05, given as -log10 of the dose in mol/kg body weight (higher means more acutely toxic). (9) The compound is CCSCCOP(=S)(OC)OC. The rat oral LD50 is 3.49, given as -log10 of the dose in mol/kg body weight (higher means more acutely toxic).